The task is: Predict the reactants needed to synthesize the given product.. This data is from Full USPTO retrosynthesis dataset with 1.9M reactions from patents (1976-2016). (1) Given the product [ClH:28].[NH2:2][C:3]1[C:4]2[C:5]3[C:6](=[N:18][N:19]([CH2:21][C:22]4[C:27]([Cl:28])=[C:26]([O:29][CH3:30])[C:25]([CH3:31])=[CH:24][N:23]=4)[N:20]=2)[CH:7]=[C:8]([CH2:13][C:14]([NH:16][CH3:17])=[O:15])[C:9]=3[CH2:10][S:11][N:12]=1, predict the reactants needed to synthesize it. The reactants are: O.[NH2:2][C:3]1[C:4]2[C:5]3[C:6](=[N:18][N:19]([CH2:21][C:22]4[C:27]([Cl:28])=[C:26]([O:29][CH3:30])[C:25]([CH3:31])=[CH:24][N:23]=4)[N:20]=2)[CH:7]=[C:8]([CH2:13][C:14]([NH:16][CH3:17])=[O:15])[C:9]=3[CH2:10][S:11][N:12]=1.O.C(O)C.Cl. (2) Given the product [CH:1]([O:5][C:6]([N:8]1[CH2:9][CH2:10][CH:11]([N:14]([C:18]([C:20]2[CH:25]=[CH:24][C:23]([C:26]3[CH:27]=[CH:28][C:29]([C:32](=[O:34])[NH2:33])=[CH:30][CH:31]=3)=[CH:22][CH:21]=2)=[O:19])[CH:15]2[CH2:16][CH2:17]2)[CH2:12][CH2:13]1)=[O:7])([CH3:3])[CH3:2], predict the reactants needed to synthesize it. The reactants are: [C:1]([O:5][C:6]([N:8]1[CH2:13][CH2:12][CH:11]([N:14]([C:18]([C:20]2[CH:25]=[CH:24][C:23]([C:26]3[CH:31]=[CH:30][C:29]([C:32](=[O:34])[NH2:33])=[CH:28][CH:27]=3)=[CH:22][CH:21]=2)=[O:19])[CH:15]2[CH2:17][CH2:16]2)[CH2:10][CH2:9]1)=[O:7])(C)([CH3:3])[CH3:2]. (3) Given the product [Cl:1][C:2]1[CH:7]=[C:6]([C:8]2[C:9]3[CH:16]=[C:15]([CH2:17][O:20][C:21]4[N:26]=[CH:25][C:24]([C@@H:27]([C:34]#[C:35][CH3:36])[CH2:28][C:29]([O:31][CH2:32][CH3:33])=[O:30])=[CH:23][CH:22]=4)[CH:14]=[CH:13][C:10]=3[S:11][CH:12]=2)[C:5]([CH3:19])=[CH:4][N:3]=1, predict the reactants needed to synthesize it. The reactants are: [Cl:1][C:2]1[CH:7]=[C:6]([C:8]2[C:9]3[CH:16]=[C:15]([CH2:17]Br)[CH:14]=[CH:13][C:10]=3[S:11][CH:12]=2)[C:5]([CH3:19])=[CH:4][N:3]=1.[OH:20][C:21]1[N:26]=[CH:25][C:24]([C@@H:27]([C:34]#[C:35][CH3:36])[CH2:28][C:29]([O:31][CH2:32][CH3:33])=[O:30])=[CH:23][CH:22]=1. (4) Given the product [C:24]([C:22]1[CH:21]=[N:20][C:18]2[N:19]=[C:14]([N:12]3[CH2:13][CH:10]([NH:2][CH3:1])[CH2:11]3)[C:15]3[N:16]([CH:30]=[N:31][N:32]=3)[C:17]=2[CH:23]=1)#[CH:25], predict the reactants needed to synthesize it. The reactants are: [CH3:1][N:2]([CH:10]1[CH2:13][N:12]([C:14]2[C:15]3[N:16]([CH:30]=[N:31][N:32]=3)[C:17]3[CH:23]=[C:22]([C:24]#[C:25][Si](C)(C)C)[CH:21]=[N:20][C:18]=3[N:19]=2)[CH2:11]1)C(=O)OC(C)(C)C.CCCC[N+](CCCC)(CCCC)CCCC.[F-].CO. (5) Given the product [F:11][C:12]1[CH:13]=[C:14]([C:15]([N:4]2[CH2:5][CH2:6][O:1][C:2]3[CH:10]=[CH:9][N:8]=[CH:7][C:3]2=3)=[O:16])[CH:18]=[C:19]([F:23])[C:20]=1[O:21][CH3:22], predict the reactants needed to synthesize it. The reactants are: [O:1]1[CH2:6][CH2:5][NH:4][C:3]2[CH:7]=[N:8][CH:9]=[CH:10][C:2]1=2.[F:11][C:12]1[CH:13]=[C:14]([CH:18]=[C:19]([F:23])[C:20]=1[O:21][CH3:22])[C:15](Cl)=[O:16].C(N(CC)CC)C.O. (6) Given the product [BrH:17].[CH2:1]([N:8]1[CH2:9][CH2:10][N:11]([C:14]2[S:16][C:18]([CH2:19][C:20]([O:22][CH3:23])=[O:21])=[C:24]([C:25]3[CH:30]=[CH:29][CH:28]=[CH:27][CH:26]=3)[N:15]=2)[CH2:12][CH2:13]1)[C:2]1[CH:3]=[CH:4][CH:5]=[CH:6][CH:7]=1, predict the reactants needed to synthesize it. The reactants are: [CH2:1]([N:8]1[CH2:13][CH2:12][N:11]([C:14](=[S:16])[NH2:15])[CH2:10][CH2:9]1)[C:2]1[CH:7]=[CH:6][CH:5]=[CH:4][CH:3]=1.[Br:17][CH:18]([C:24](=O)[C:25]1[CH:30]=[CH:29][CH:28]=[CH:27][CH:26]=1)[CH2:19][C:20]([O:22][CH3:23])=[O:21]. (7) Given the product [C:25]([O:24][C:22]([N:16]1[CH2:21][CH2:20][N:19]([C:2]2[CH:11]=[C:10]3[C:5]([CH:6]=[CH:7][N:8]([CH2:13][CH2:14][OH:15])[C:9]3=[O:12])=[CH:4][CH:3]=2)[CH2:18][CH2:17]1)=[O:23])([CH3:28])([CH3:26])[CH3:27], predict the reactants needed to synthesize it. The reactants are: Br[C:2]1[CH:11]=[C:10]2[C:5]([CH:6]=[CH:7][N:8]([CH2:13][CH2:14][OH:15])[C:9]2=[O:12])=[CH:4][CH:3]=1.[N:16]1([C:22]([O:24][C:25]([CH3:28])([CH3:27])[CH3:26])=[O:23])[CH2:21][CH2:20][NH:19][CH2:18][CH2:17]1.COC1C=CC=C(OC)C=1C1C=CC=CC=1P(C1CCCCC1)C1CCCCC1.CC([O-])(C)C.[K+]. (8) The reactants are: [CH2:1]([O:8][C:9]1([CH2:22][CH2:23][CH:24]([CH3:26])[CH3:25])[C:18]2[C:13](=[CH:14][CH:15]=[CH:16][CH:17]=2)[C:12]([O:19]C)=[CH:11][C:10]1=[O:21])[C:2]1[CH:7]=[CH:6][CH:5]=[CH:4][CH:3]=1. Given the product [CH2:1]([O:8][C:9]1([CH2:22][CH2:23][CH:24]([CH3:26])[CH3:25])[C:18]2[C:13](=[CH:14][CH:15]=[CH:16][CH:17]=2)[C:12](=[O:19])[CH2:11][C:10]1=[O:21])[C:2]1[CH:3]=[CH:4][CH:5]=[CH:6][CH:7]=1, predict the reactants needed to synthesize it.